The task is: Predict the reaction yield, written as a fraction of the theoretical maximum amount of product (1.0 means a 100% yield; for example, 0.34 means a 34% yield).. This data is from Reaction yield outcomes from USPTO patents with 853,638 reactions. (1) The reactants are [NH2:1][C:2]1[N:7]=[C:6]([C:8]([F:11])([F:10])[F:9])[C:5]([OH:12])=[CH:4][CH:3]=1.CC(C)([O-])C.[K+].[Cl:19][C:20]1[CH:25]=[C:24](Cl)[CH:23]=[CH:22][N:21]=1. The catalyst is CC(N(C)C)=O. The product is [Cl:19][C:20]1[CH:25]=[C:24]([O:12][C:5]2[CH:4]=[CH:3][C:2]([NH2:1])=[N:7][C:6]=2[C:8]([F:11])([F:9])[F:10])[CH:23]=[CH:22][N:21]=1. The yield is 0.410. (2) The reactants are C([O:8][C:9]1[CH:18]=[C:17]2[C:12]([C:13]([O:19][C:20]3[CH:25]=[CH:24][C:23]([NH:26][C:27]([NH:29][C:30]4[CH:35]=[CH:34][C:33]([C:36]([F:39])([F:38])[F:37])=[CH:32][CH:31]=4)=[O:28])=[CH:22][CH:21]=3)=[CH:14][CH:15]=[N:16]2)=[CH:11][C:10]=1[O:40][CH3:41])C1C=CC=CC=1. The catalyst is C(O)C.C1CCCCC=1.[Pd]. The product is [OH:8][C:9]1[CH:18]=[C:17]2[C:12]([C:13]([O:19][C:20]3[CH:25]=[CH:24][C:23]([NH:26][C:27]([NH:29][C:30]4[CH:35]=[CH:34][C:33]([C:36]([F:37])([F:38])[F:39])=[CH:32][CH:31]=4)=[O:28])=[CH:22][CH:21]=3)=[CH:14][CH:15]=[N:16]2)=[CH:11][C:10]=1[O:40][CH3:41]. The yield is 0.870. (3) The reactants are [N:1]1([C:7]2[CH:12]=[CH:11][C:10]([OH:13])=[CH:9][CH:8]=2)[CH2:6][CH2:5][NH:4][CH2:3][CH2:2]1.[C:14](O[C:14]([O:16][C:17]([CH3:20])([CH3:19])[CH3:18])=[O:15])([O:16][C:17]([CH3:20])([CH3:19])[CH3:18])=[O:15]. The catalyst is ClCCl. The product is [C:17]([O:16][C:14]([N:4]1[CH2:3][CH2:2][N:1]([C:7]2[CH:8]=[CH:9][C:10]([OH:13])=[CH:11][CH:12]=2)[CH2:6][CH2:5]1)=[O:15])([CH3:20])([CH3:19])[CH3:18]. The yield is 0.320. (4) The reactants are [CH3:1][O:2][C:3]1[CH:4]=[C:5]([CH2:9][CH2:10][C:11]2[CH:12]=[C:13]([NH:16][C:17]([C:19]3[CH:20]=[CH:21][C:22]([C:25]([OH:27])=[O:26])=[N:23][CH:24]=3)=[O:18])[NH:14][N:15]=2)[CH:6]=[CH:7][CH:8]=1.S(Cl)(Cl)=O.[CH2:32](OCC)C. The product is [CH3:1][O:2][C:3]1[CH:4]=[C:5]([CH2:9][CH2:10][C:11]2[CH:12]=[C:13]([NH:16][C:17]([C:19]3[CH:20]=[CH:21][C:22]([C:25]([O:27][CH3:32])=[O:26])=[N:23][CH:24]=3)=[O:18])[NH:14][N:15]=2)[CH:6]=[CH:7][CH:8]=1. The catalyst is CO.C(Cl)Cl. The yield is 0.470. (5) The reactants are [CH3:1][O:2][C:3]1([C:21]2[CH:26]=[CH:25][CH:24]=[CH:23][C:22]=2[CH3:27])[CH2:8][CH2:7][C:6]2[C:9]([C:18]([OH:20])=O)=[CH:10][C:11]3[N:12]([CH3:17])[C:13]([CH3:16])=[N:14][C:15]=3[C:5]=2[O:4]1.C[CH2:29][N:30](C(C)C)C(C)C.CN(C(ON1N=NC2C=CC=CC1=2)=[N+](C)C)C.[B-](F)(F)(F)F.CN.[Cl-].[NH4+]. The catalyst is CN(C=O)C.C1COCC1. The product is [CH3:29][NH:30][C:18]([C:9]1[C:6]2[CH2:7][CH2:8][C:3]([O:2][CH3:1])([C:21]3[CH:26]=[CH:25][CH:24]=[CH:23][C:22]=3[CH3:27])[O:4][C:5]=2[C:15]2[N:14]=[C:13]([CH3:16])[N:12]([CH3:17])[C:11]=2[CH:10]=1)=[O:20]. The yield is 0.820. (6) The reactants are I[C:2]1[N:6]2[CH:7]=[C:8]([C:13]3[CH:18]=[CH:17][C:16]([C:19]([F:22])([F:21])[F:20])=[CH:15][CH:14]=3)[CH:9]=[C:10]([C:11]#[N:12])[C:5]2=[N:4][CH:3]=1.[CH3:23][Si:24]([C:27]#[CH:28])([CH3:26])[CH3:25]. No catalyst specified. The product is [F:20][C:19]([F:22])([F:21])[C:16]1[CH:17]=[CH:18][C:13]([C:8]2[CH:9]=[C:10]([C:11]#[N:12])[C:5]3[N:6]([C:2]([C:28]#[C:27][Si:24]([CH3:26])([CH3:25])[CH3:23])=[CH:3][N:4]=3)[CH:7]=2)=[CH:14][CH:15]=1. The yield is 0.820. (7) The reactants are [Cl-].O[NH3+:3].[C:4](=[O:7])([O-])[OH:5].[Na+].CS(C)=O.[C:13]([C:15]1[CH:20]=[CH:19][CH:18]=[CH:17][C:16]=1[C:21]1[CH:26]=[CH:25][C:24]([CH2:27][C:28]2[C:33](=[O:34])[N:32]([C:35]3[CH:45]=[CH:44][C:38]([C:39]([N:41]([CH3:43])[CH3:42])=[O:40])=[CH:37][CH:36]=3)[C:31]([CH3:46])=[N:30][C:29]=2[CH2:47][CH2:48][CH3:49])=[CH:23][CH:22]=1)#[N:14]. The catalyst is O.C(OCC)(=O)C. The product is [CH3:43][N:41]([CH3:42])[C:39](=[O:40])[C:38]1[CH:37]=[CH:36][C:35]([N:32]2[C:33](=[O:34])[C:28]([CH2:27][C:24]3[CH:23]=[CH:22][C:21]([C:16]4[CH:17]=[CH:18][CH:19]=[CH:20][C:15]=4[C:13]4[NH:3][C:4](=[O:7])[O:5][N:14]=4)=[CH:26][CH:25]=3)=[C:29]([CH2:47][CH2:48][CH3:49])[N:30]=[C:31]2[CH3:46])=[CH:45][CH:44]=1. The yield is 0.360.